From a dataset of Full USPTO retrosynthesis dataset with 1.9M reactions from patents (1976-2016). Predict the reactants needed to synthesize the given product. (1) Given the product [C:1]12([C:11]3[C:16]([OH:17])=[C:15]([F:18])[CH:14]=[C:13]([C:19]4[CH:26]=[CH:25][CH:24]=[C:21]([CH:22]=[C:33]5[S:27][C:28]([N:34]6[CH2:39][CH2:38][S:37][CH2:36][CH2:35]6)=[N:30][C:31]5=[O:32])[CH:20]=4)[CH:12]=3)[CH2:8][CH:7]3[CH2:6][CH:5]([CH2:4][CH:3]([CH2:9]3)[CH2:2]1)[CH2:10]2, predict the reactants needed to synthesize it. The reactants are: [C:1]12([C:11]3[CH:12]=[C:13]([C:19]4[CH:20]=[C:21]([CH:24]=[CH:25][CH:26]=4)[CH:22]=O)[CH:14]=[C:15]([F:18])[C:16]=3[OH:17])[CH2:10][CH:5]3[CH2:6][CH:7]([CH2:9][CH:3]([CH2:4]3)[CH2:2]1)[CH2:8]2.[S:27]1[CH2:33][C:31](=[O:32])[NH:30][C:28]1=S.[NH:34]1[CH2:39][CH2:38][S:37][CH2:36][CH2:35]1. (2) Given the product [OH:8][CH2:9][C:10]1[N:11]([CH3:16])[C:12](=[O:15])[NH:13][N:14]=1, predict the reactants needed to synthesize it. The reactants are: C([O:8][CH2:9][C:10]1[N:11]([CH3:16])[C:12](=[O:15])[NH:13][N:14]=1)C1C=CC=CC=1. (3) Given the product [Cl:1][C:2]1[CH:3]=[C:4]([CH:20]=[CH:21][C:22]=1[Cl:23])[CH2:5][C:6]1[C:11](=[O:12])[NH:10][C:9]([CH2:13][C:14]2[NH:31][N:30]=[C:27]([CH3:28])[N:15]=2)=[N:8][C:7]=1[C:16]([F:17])([F:19])[F:18], predict the reactants needed to synthesize it. The reactants are: [Cl:1][C:2]1[CH:3]=[C:4]([CH:20]=[CH:21][C:22]=1[Cl:23])[CH2:5][C:6]1[C:11](=[O:12])[NH:10][C:9]([CH2:13][C:14]#[N:15])=[N:8][C:7]=1[C:16]([F:19])([F:18])[F:17].C[O-].[Na+].[C:27]([NH:30][NH2:31])(=O)[CH3:28].[H-].[Na+].